Task: Predict the reaction yield, written as a fraction of the theoretical maximum amount of product (1.0 means a 100% yield; for example, 0.34 means a 34% yield).. Dataset: Reaction yield outcomes from USPTO patents with 853,638 reactions (1) The reactants are [CH3:1][Mg+].[Br-].FC(F)(F)S(O[CH2:10][CH:11]1[CH2:20][CH2:19][C:18]2[C:13](=[CH:14][CH:15]=[CH:16][CH:17]=2)[O:12]1)(=O)=O.[NH4+].[Cl-]. The catalyst is C1COCC1.O. The product is [CH2:10]([CH:11]1[CH2:20][CH2:19][C:18]2[C:13](=[CH:14][CH:15]=[CH:16][CH:17]=2)[O:12]1)[CH3:1]. The yield is 0.900. (2) The reactants are [CH3:1][O:2][C:3]1[CH:10]=[C:9]([C:11]2[S:12][CH:13]=[CH:14][CH:15]=2)[CH:8]=[C:7]([O:16][CH3:17])[C:4]=1[CH:5]=O.[C:18]([C:21]1[CH:29]=[CH:28][C:24]([C:25]([OH:27])=[O:26])=[CH:23][CH:22]=1)(=[O:20])[CH3:19]. No catalyst specified. The product is [CH3:1][O:2][C:3]1[CH:10]=[C:9]([C:11]2[S:12][CH:13]=[CH:14][CH:15]=2)[CH:8]=[C:7]([O:16][CH3:17])[C:4]=1/[CH:5]=[CH:19]/[C:18]([C:21]1[CH:29]=[CH:28][C:24]([C:25]([OH:27])=[O:26])=[CH:23][CH:22]=1)=[O:20]. The yield is 0.790. (3) The reactants are Br[C:2]1[C:7]([N+:8]([O-:10])=[O:9])=[CH:6][C:5]([Br:11])=[CH:4][N:3]=1.[CH3:12][O:13][C:14]([C:16]1[CH:21]=[CH:20][C:19](B(O)O)=[CH:18][CH:17]=1)=[O:15].P([O-])([O-])([O-])=O.[K+].[K+].[K+]. The catalyst is C1COCC1. The product is [Br:11][C:5]1[CH:6]=[C:7]([N+:8]([O-:10])=[O:9])[C:2]([C:19]2[CH:20]=[CH:21][C:16]([C:14]([O:13][CH3:12])=[O:15])=[CH:17][CH:18]=2)=[N:3][CH:4]=1. The yield is 0.690. (4) The reactants are [CH3:1][O:2][C:3](=[O:14])[C:4]1[CH:9]=[C:8]([NH2:10])[C:7]([NH2:11])=[C:6]([Cl:12])[C:5]=1[NH2:13].[C:15](O)(=O)C.C(N)=N. No catalyst specified. The product is [CH3:1][O:2][C:3]([C:4]1[C:5]([NH2:13])=[C:6]([Cl:12])[C:7]2[NH:11][CH:15]=[N:10][C:8]=2[CH:9]=1)=[O:14]. The yield is 0.640. (5) The reactants are [F:1][C:2]1[CH:7]=[CH:6][C:5]([C:8]2[N:9]=[C:10]([C:13]([CH3:18])([CH3:17])C(O)=O)[S:11][CH:12]=2)=[CH:4][CH:3]=1.[CH2:19]([N:21]([CH2:24]C)[CH2:22]C)C.Cl[C:27]([O:29][CH2:30][CH:31]([CH3:33])[CH3:32])=[O:28].[N-:34]=[N+]=[N-].[Na+].N12CCC(CC1)[C@H](O)C2. The catalyst is C1COCC1.O. The product is [F:1][C:2]1[CH:3]=[CH:4][C:5]([C:8]2[N:9]=[C:10]([C:13]([NH:34][C:27](=[O:28])[O:29][C@H:30]3[CH:31]4[CH2:33][CH2:24][N:21]([CH2:22][CH2:32]4)[CH2:19]3)([CH3:17])[CH3:18])[S:11][CH:12]=2)=[CH:6][CH:7]=1. The yield is 0.690. (6) The reactants are [Cl:1][C:2]1[CH:3]=[C:4]([CH:8]=[CH:9][CH:10]=1)[C:5]([OH:7])=O.Cl.[CH3:12][O:13][C:14](=[O:19])[C@H:15]([CH2:17][OH:18])[NH2:16].C1C=CC2N(O)N=NC=2C=1.CN1CCOCC1.CCN=C=NCCCN(C)C. The catalyst is CN(C=O)C.C(OCC)(=O)C. The product is [CH3:12][O:13][C:14](=[O:19])[CH:15]([NH:16][C:5](=[O:7])[C:4]1[CH:8]=[CH:9][CH:10]=[C:2]([Cl:1])[CH:3]=1)[CH2:17][OH:18]. The yield is 0.930. (7) The reactants are [NH2:1][C:2]1[CH:3]=[C:4]2[C:9](=[C:10]([Cl:12])[CH:11]=1)[N:8]=[CH:7][C:6]([C:13]#[N:14])=[C:5]2[NH:15][C:16]1[CH:21]=[CH:20][C:19]([F:22])=[C:18]([Cl:23])[CH:17]=1.[CH3:24][NH:25][C:26]1[C:31]([CH:32]=O)=[CH:30][N:29]=[C:28]([S:34][CH3:35])[N:27]=1.[BH3-]C#N.[Na+]. The catalyst is CCO. The product is [Cl:12][C:10]1[CH:11]=[C:2]([NH:1][CH2:32][C:31]2[C:26]([NH:25][CH3:24])=[N:27][C:28]([S:34][CH3:35])=[N:29][CH:30]=2)[CH:3]=[C:4]2[C:9]=1[N:8]=[CH:7][C:6]([C:13]#[N:14])=[C:5]2[NH:15][C:16]1[CH:21]=[CH:20][C:19]([F:22])=[C:18]([Cl:23])[CH:17]=1. The yield is 0.290. (8) The reactants are Br[C:2]1[CH:7]=[CH:6][C:5]([CH3:8])=[CH:4][CH:3]=1.C([Li])CCC.CCCCCC.[NH2:20][C:21]1[C:22]([CH3:35])=[C:23]([CH3:34])[C:24]2[O:28][C:27]([CH3:30])([CH3:29])[C:26](=[O:31])[C:25]=2[C:32]=1[CH3:33]. The catalyst is C1COCC1.O. The product is [NH2:20][C:21]1[C:22]([CH3:35])=[C:23]([CH3:34])[C:24]2[O:28][C:27]([CH3:29])([CH3:30])[C:26]([C:2]3[CH:7]=[CH:6][C:5]([CH3:8])=[CH:4][CH:3]=3)([OH:31])[C:25]=2[C:32]=1[CH3:33]. The yield is 0.650.